This data is from Reaction yield outcomes from USPTO patents with 853,638 reactions. The task is: Predict the reaction yield, written as a fraction of the theoretical maximum amount of product (1.0 means a 100% yield; for example, 0.34 means a 34% yield). (1) The reactants are [NH2:1][C:2]1[C:10]2[C:5](=[N:6][C:7]([C:19]3[CH:24]=[CH:23][CH:22]=[C:21]([C:25]([F:28])([F:27])[F:26])[CH:20]=3)=[C:8]([C:11]3[CH:16]=[CH:15][N:14]=[C:13]([S:17][CH3:18])[N:12]=3)[CH:9]=2)[NH:4][N:3]=1.[C:29](Cl)(=[O:31])[CH3:30]. The catalyst is N1C=CC=CC=1. The product is [CH3:18][S:17][C:13]1[N:12]=[C:11]([C:8]2[CH:9]=[C:10]3[C:2]([NH:1][C:29](=[O:31])[CH3:30])=[N:3][NH:4][C:5]3=[N:6][C:7]=2[C:19]2[CH:24]=[CH:23][CH:22]=[C:21]([C:25]([F:28])([F:27])[F:26])[CH:20]=2)[CH:16]=[CH:15][N:14]=1. The yield is 0.370. (2) The reactants are [O:1]([CH2:8][C:9]1[CH:24]=[C:12]2[CH2:13][N:14](CC3C=CC=CC=3)[CH2:15][CH2:16][N:11]2[N:10]=1)[C:2]1[CH:7]=[CH:6][CH:5]=[CH:4][CH:3]=1.C([O-])=O.[NH4+]. The catalyst is [Pd].CO. The product is [O:1]([CH2:8][C:9]1[CH:24]=[C:12]2[CH2:13][NH:14][CH2:15][CH2:16][N:11]2[N:10]=1)[C:2]1[CH:3]=[CH:4][CH:5]=[CH:6][CH:7]=1. The yield is 0.660.